Dataset: Experimentally validated miRNA-target interactions with 360,000+ pairs, plus equal number of negative samples. Task: Binary Classification. Given a miRNA mature sequence and a target amino acid sequence, predict their likelihood of interaction. (1) The miRNA is hsa-miR-3681-5p with sequence UAGUGGAUGAUGCACUCUGUGC. The protein sequence of the target gene is MAEVEETLKRIQSHKGVIGTMVVNAEGIPIRTTLDNSTTVQYAGLLHHLTMKAKSTVRDIDPQNDLTFLRIRSKKHEIMVAPDKEYLLIVIQNPCE. Result: 0 (no interaction). (2) The miRNA is hsa-miR-200a-3p with sequence UAACACUGUCUGGUAACGAUGU. The protein sequence of the target gene is MGYARKVGWVTAGLVIGAGACYCIYRLTRGRKQNKEKMAEGGSGDVDDAGDCSGARYNDWSDDDDDSNESKSIVWYPPWARIGTEAGTRARARARARATRARRAVQKRASPNSDDTVLSPQELQKVLCLVEMSEKPYILEAALIALGNNAAYAFNRDIIRDLGGLPIVAKILNTRDPIVKEKALIVLNNLSVNAENQRRLKVYMNQVCDDTITSRLNSSVQLAGLRLLTNMTVTNEYQHMLANSISDFFRLFSAGNEETKLQVLKLLLNLAENPAMTRELLRAQVPSSLGSLFNKKENKE.... Result: 0 (no interaction). (3) The miRNA is mmu-miR-3073a-5p with sequence GUGGUCACAGUUGGCGCCAGCC. The protein sequence of the target gene is MEPGAGGRNTARAQRAGSPNTPPPREQERKLEQEKLSGVVKSVHRRLRKKYREVGDFDKIWREHCEDEETLCEYAVAMKNLADNHWAKTCEGEGRIEWCCSVCREYFQNGGKRKALEKDEKRAVLATKTTPALNMHESSQLEGHLTNLSFTNPEFITELLQASGKIRLLDVGSCFNPFLKFEEFLTVGIDIVPAVESVYKCDFLNLQLQQPLQLAQDAIDAFLKQLKNPIDSLPGELFHVVVFSLLLSYFPSPYQRWICCKKAHELLVLNGLLLIITPDSSHQNRHAMMMKSWKIAIESL.... Result: 0 (no interaction). (4) Result: 0 (no interaction). The miRNA is hsa-miR-7843-3p with sequence AUGAAGCCUUCUCUGCCUUACG. The protein sequence of the target gene is MSQSNRELVVDFLSYKLSQKGYSWSQFSDVEENRTEAPEETEAERETPSAINGNPSWHLADSPAVNGATGHSSSLDAREVIPMAAVKQALREAGDEFELRYRRAFSDLTSQLHITPGTAYQSFEQVVNELFRDGVNWGRIVAFFSFGGALCVESVDKEMQVLVSRIASWMATYLNDHLEPWIQENGGWDTFVDLYGNNAAAESRKGQERFNRWFLTGMTVAGVVLLGSLFSRK. (5) Result: 1 (interaction). The protein sequence of the target gene is MGNYSSHKRTKAPKQARKERPADMDKAWWKSFLNHLTRKKPATRIVLILPLDKRQPLANAGQRIDYASGAGLGSPAAPRLRGAGEGSEREPRMPVLLLLRRQEARRPEEGGARAALSWPRLLSRFRSPGKAPREAGPAEEQPRKRCRCPRPQL. The miRNA is hsa-miR-1193 with sequence GGGAUGGUAGACCGGUGACGUGC. (6) The miRNA is hsa-let-7a-5p with sequence UGAGGUAGUAGGUUGUAUAGUU. The protein sequence of the target gene is MAQGSHQIDFQVLHDLRQKFPEVPEVVVSRCMLQNNNNLDACCAVLSQESTRYLYGEGDLNFSDDSGISGLRNHMTSLNLDLQSQNIYHHGREGSRMNGSRTLTHSISDGQLQGGQSNSELFQQEPQTAPAQVPQGFNVFGMSSSSGASNSAPHLGFHLGSKGTSSLSQQTPRFNPIMVTLAPNIQTGRNTPTSLHIHGVPPPVLNSPQGNSIYIRPYITTPGGTTRQTQQHSGWVSQFNPMNPQQVYQPSQPGPWTTCPASNPLSHTSSQQPNQQGHQTSHVYMPISSPTTSQPPTIHS.... Result: 1 (interaction). (7) The miRNA is hsa-miR-96-3p with sequence AAUCAUGUGCAGUGCCAAUAUG. The protein sequence of the target gene is MAGAGGGGCPAGGNDFQWCFSQVKGAIDEDVAEADIISTVEFNYSGDLLATGDKGGRVVIFQREQENKSRPHSRGEYNVYSTFQSHEPEFDYLKSLEIEEKINKIRWLPQQNAAHFLLSTNDKTIKLWKISERDKRAEGYNLKDEDGRLRDPFRITALRVPILKPMDLMVEASPRRIFANAHTYHINSISVNSDHETYLSADDLRINLWHLEITDRSFNIVDIKPANMEELTEVITAAEFHPHQCNVFVYSSSKGTIRLCDMRSSALCDRHSKFFEEPEDPSSRSFFSEIISSISDVKFS.... Result: 0 (no interaction). (8) The miRNA is hsa-miR-3126-5p with sequence UGAGGGACAGAUGCCAGAAGCA. The protein sequence of the target gene is MLLRPRRLPAFSPPSPASPDAELRSAGDVPVTTSDAFATSGGMAEPGSPKAPVSPDSAQRTPWSARETELLLGTLLQPAMWRSLLLDRRQTLPTYRRVSAALARQQVRRTPAQCRRRYKFLKDKLRDSQGQPSGPFDNQIRQLMGLLGDDGPPRVRRRSTGPGRPQRRGRSSLSALAPAPAPVEQEAELPLAAENDEPAPALRFSSSTTKSAGAHRITSSPPLTSTDTLPPEPGHTFESSPTPTPDHDVETPNEPPGLSQGRASSPQVAPQSLNTALLQTLTHLGDISTVLGPLRDQLST.... Result: 0 (no interaction). (9) The miRNA is hsa-miR-518e-3p with sequence AAAGCGCUUCCCUUCAGAGUG. The protein sequence of the target gene is MSWLFPLTKSASSSAAGSPGGLTSLQQQKQRLIESLRNSHSSIAEIQKDVEYRLPFTINNLTININILLPPQFPQEKPVISVYPPIRHHLMDKQGVYVTSPLVNNFTMHSDLGKIIQSLLDEFWKNPPVLAPTSTAFPYLYSNPSGMSPYASQGFPFLPPYPPQEANRSITSLSVADTVSSSTTSHTTAKPAAPSFGVLSNLPLPIPTVDASIPTSQNGFGYKMPDVPDAFPELSELSVSQLTDMNEQEEVLLEQFLTLPQLKQIITDKDDLVKSIEELARKNLLLEPSLEAKRQTVLDK.... Result: 0 (no interaction).